From a dataset of Full USPTO retrosynthesis dataset with 1.9M reactions from patents (1976-2016). Predict the reactants needed to synthesize the given product. Given the product [Cl:9][C:4]1[N:3]=[C:2]([NH:16][C@@H:14]([CH:11]2[CH2:13][CH2:12]2)[CH3:15])[N:7]=[C:6]([NH:19][C@@H:23]([CH:24]2[CH2:29][CH2:28]2)[CH3:25])[N:5]=1, predict the reactants needed to synthesize it. The reactants are: Cl[C:2]1[N:7]=[C:6](Cl)[N:5]=[C:4]([Cl:9])[N:3]=1.Cl.[CH:11]1([C@H:14]([NH2:16])[CH3:15])[CH2:13][CH2:12]1.CC[N:19]([CH:23]([CH3:25])[CH3:24])C(C)C.[F-].[Cs+].[CH3:28][C:29](C)=O.